From a dataset of Reaction yield outcomes from USPTO patents with 853,638 reactions. Predict the reaction yield, written as a fraction of the theoretical maximum amount of product (1.0 means a 100% yield; for example, 0.34 means a 34% yield). (1) The reactants are [C:1]([O:6][CH2:7][CH3:8])(=[O:5])[C:2]#[C:3][CH3:4].C(N(CC)CC)C.[OH:16]/[N:17]=[C:18](\Cl)/[C:19]1[CH:24]=[CH:23][CH:22]=[CH:21][C:20]=1[F:25]. The catalyst is C(O)C. The product is [CH2:7]([O:6][C:1]([C:2]1[C:18]([C:19]2[CH:24]=[CH:23][CH:22]=[CH:21][C:20]=2[F:25])=[N:17][O:16][C:3]=1[CH3:4])=[O:5])[CH3:8]. The yield is 0.620. (2) The catalyst is C(OCC)C. The reactants are [N:1]1([C:7]([O:9][C:10]([CH3:13])([CH3:12])[CH3:11])=[O:8])[CH2:6][CH2:5][CH2:4][CH2:3][CH2:2]1.CC(C)C[Li].[O:19]=[C:20]1[CH2:23][N:22]([C:24]([O:26][CH2:27][C:28]2[CH:33]=[CH:32][CH:31]=[CH:30][CH:29]=2)=[O:25])[CH2:21]1. The product is [OH:19][C:20]1([CH:2]2[CH2:3][CH2:4][CH2:5][CH2:6][N:1]2[C:7]([O:9][C:10]([CH3:13])([CH3:12])[CH3:11])=[O:8])[CH2:21][N:22]([C:24]([O:26][CH2:27][C:28]2[CH:33]=[CH:32][CH:31]=[CH:30][CH:29]=2)=[O:25])[CH2:23]1. The yield is 0.130. (3) The reactants are [N+:1]([C:4]1[CH:5]=[C:6]([CH:17]=[CH:18][CH:19]=1)[CH2:7][NH:8][C:9](=[O:16])[O:10][C@H:11]1[CH2:15][CH2:14][O:13][CH2:12]1)([O-])=O.C(OC(C)C)(=O)C.[H][H].S([O-])([O-])(=O)=O.[Na+].[Na+].Cl[C:37]([O:39][C:40]1[CH:45]=[CH:44][CH:43]=[CH:42][CH:41]=1)=[O:38]. The catalyst is O.[Pd]. The product is [C:40]1([O:39][C:37](=[O:38])[NH:1][C:4]2[CH:19]=[CH:18][CH:17]=[C:6]([CH2:7][NH:8][C:9]([O:10][C@H:11]3[CH2:15][CH2:14][O:13][CH2:12]3)=[O:16])[CH:5]=2)[CH:45]=[CH:44][CH:43]=[CH:42][CH:41]=1. The yield is 0.910. (4) The catalyst is CCCCO. The product is [Cl:16][C:5]1[C:6]([N:8]([CH3:15])[S:9]([N:12]([CH3:14])[CH3:13])(=[O:11])=[O:10])=[N:7][C:2]([NH:35][C@H:33]([C:30]2[N:31]=[CH:32][C:27]([F:26])=[CH:28][N:29]=2)[CH3:34])=[N:3][C:4]=1[NH:17][C:18]1[CH:22]=[C:21]([O:23][CH3:24])[NH:20][N:19]=1. The reactants are Cl[C:2]1[N:7]=[C:6]([N:8]([CH3:15])[S:9]([N:12]([CH3:14])[CH3:13])(=[O:11])=[O:10])[C:5]([Cl:16])=[C:4]([NH:17][C:18]2[CH:22]=[C:21]([O:23][CH3:24])[NH:20][N:19]=2)[N:3]=1.Cl.[F:26][C:27]1[CH:28]=[N:29][C:30]([C@@H:33]([NH2:35])[CH3:34])=[N:31][CH:32]=1.CCN(C(C)C)C(C)C. The yield is 0.870. (5) The reactants are [NH2:1][C:2]1[C:7]([NH2:8])=[C:6]([C:9]2[CH:27]=[CH:26][C:12]([CH2:13][NH:14][C:15]([C:17]3[O:21][N:20]=[C:19]([C:22]([CH3:25])([CH3:24])[CH3:23])[N:18]=3)=[O:16])=[C:11]([F:28])[CH:10]=2)[CH:5]=[CH:4][N:3]=1.[F:29][C:30]([F:35])([F:34])[C:31](O)=O.CCN(C(C)C)C(C)C.C(P1(=O)OP(=O)(CCC)OP(=O)(CCC)O1)CC. The catalyst is O1CCOCC1. The product is [F:28][C:11]1[CH:10]=[C:9]([C:6]2[CH:5]=[CH:4][N:3]=[C:2]3[NH:1][C:31]([C:30]([F:35])([F:34])[F:29])=[N:8][C:7]=23)[CH:27]=[CH:26][C:12]=1[CH2:13][NH:14][C:15]([C:17]1[O:21][N:20]=[C:19]([C:22]([CH3:23])([CH3:24])[CH3:25])[N:18]=1)=[O:16]. The yield is 0.610. (6) The reactants are [O:1]=[C:2]1[C:6]2[CH:7]=[CH:8][C:9]([C:11]3[N:12]=[C:13]4[C:19]5[CH:20]=[CH:21][CH:22]=[CH:23][C:18]=5[NH:17][C:16]5[N:24]=[CH:25][CH:26]=[CH:27][C:15]=5[N:14]4[C:28]=3[C:29]3[CH:34]=[CH:33][C:32]([C:35]4([NH:39]C(=O)OC(C)(C)C)[CH2:38][CH2:37][CH2:36]4)=[CH:31][CH:30]=3)=[CH:10][C:5]=2[CH2:4][O:3]1.Cl.O1CCOCC1. The catalyst is CO. The product is [NH2:39][C:35]1([C:32]2[CH:33]=[CH:34][C:29]([C:28]3[N:14]4[C:15]5[CH:27]=[CH:26][CH:25]=[N:24][C:16]=5[NH:17][C:18]5[CH:23]=[CH:22][CH:21]=[CH:20][C:19]=5[C:13]4=[N:12][C:11]=3[C:9]3[CH:8]=[CH:7][C:6]4[C:2](=[O:1])[O:3][CH2:4][C:5]=4[CH:10]=3)=[CH:30][CH:31]=2)[CH2:36][CH2:37][CH2:38]1. The yield is 0.940. (7) The reactants are [C:1]([O:5][C:6]([C:8]1[C:13]([C:14]2[O:15][CH2:16][CH:17]([C:19]3[CH:24]=[CH:23][CH:22]=[CH:21][CH:20]=3)[N:18]=2)=[N:12][C:11]([C:25]2[CH:30]=[CH:29][C:28]([Cl:31])=[CH:27][CH:26]=2)=[C:10]([C:32]2[CH:37]=[CH:36][C:35]([Cl:38])=[CH:34][CH:33]=2)[N:9]=1)=[O:7])([CH3:4])([CH3:3])[CH3:2].C(C1C(=O)C(Cl)=C(Cl)C(=O)C=1C#N)#N.C(OCC)(=O)C. The catalyst is C1(C)C=CC=CC=1. The product is [C:1]([O:5][C:6]([C:8]1[C:13]([C:14]2[O:15][CH:16]=[C:17]([C:19]3[CH:20]=[CH:21][CH:22]=[CH:23][CH:24]=3)[N:18]=2)=[N:12][C:11]([C:25]2[CH:30]=[CH:29][C:28]([Cl:31])=[CH:27][CH:26]=2)=[C:10]([C:32]2[CH:37]=[CH:36][C:35]([Cl:38])=[CH:34][CH:33]=2)[N:9]=1)=[O:7])([CH3:4])([CH3:2])[CH3:3]. The yield is 0.280. (8) The reactants are [CH3:1][O:2][C:3]1[CH:4]=[C:5]2[C:10](=[C:11]([CH:13]=[CH2:14])[CH:12]=1)[C:9](=[O:15])[CH2:8][CH2:7][C:6]2([CH3:17])[CH3:16]. The catalyst is C(OCC)(=O)C.[Pd]. The product is [CH2:13]([C:11]1[CH:12]=[C:3]([O:2][CH3:1])[CH:4]=[C:5]2[C:10]=1[C:9](=[O:15])[CH2:8][CH2:7][C:6]2([CH3:16])[CH3:17])[CH3:14]. The yield is 0.980. (9) The reactants are [O:1]=[C:2]1[C:6]2([CH2:11][CH2:10][NH:9][CH2:8][CH2:7]2)[N:5]([C:12]2[CH:17]=[CH:16][CH:15]=[CH:14][CH:13]=2)[CH2:4][N:3]1[CH2:18][C:19]1[CH:20]=[C:21]([CH:29]=[CH:30][CH:31]=1)[C:22]([O:24][C:25]([CH3:28])([CH3:27])[CH3:26])=[O:23].I[CH2:33][CH2:34][CH2:35][C:36]([C:38]1[CH:43]=[CH:42][C:41]([O:44][CH3:45])=[CH:40][CH:39]=1)=[O:37].C(=O)([O-])[O-].[K+].[K+]. The catalyst is CN(C)C=O. The product is [CH3:45][O:44][C:41]1[CH:42]=[CH:43][C:38]([C:36](=[O:37])[CH2:35][CH2:34][CH2:33][N:9]2[CH2:10][CH2:11][C:6]3([N:5]([C:12]4[CH:13]=[CH:14][CH:15]=[CH:16][CH:17]=4)[CH2:4][N:3]([CH2:18][C:19]4[CH:20]=[C:21]([CH:29]=[CH:30][CH:31]=4)[C:22]([O:24][C:25]([CH3:28])([CH3:26])[CH3:27])=[O:23])[C:2]3=[O:1])[CH2:7][CH2:8]2)=[CH:39][CH:40]=1. The yield is 0.250.